From a dataset of Catalyst prediction with 721,799 reactions and 888 catalyst types from USPTO. Predict which catalyst facilitates the given reaction. (1) Reactant: [CH3:1][C:2]1[CH:7]=[C:6]([C:8]2[CH:13]=[CH:12][CH:11]=[C:10]([C:14]#[N:15])[CH:9]=2)[N:5]=[C:4]([NH2:16])[N:3]=1.C1C(=O)N([I:24])C(=O)C1. Product: [I:24][C:7]1[C:2]([CH3:1])=[N:3][C:4]([NH2:16])=[N:5][C:6]=1[C:8]1[CH:13]=[CH:12][CH:11]=[C:10]([C:14]#[N:15])[CH:9]=1. The catalyst class is: 61. (2) Reactant: Cl.[CH3:2][C:3]1([CH3:25])[CH2:12][CH2:11][CH2:10][C:9]2[CH:8]=[C:7]([C:13]3[N:14]=[C:15]([N:18]4[CH2:23][CH2:22][CH:21]([NH2:24])[CH2:20][CH2:19]4)[S:16][CH:17]=3)[CH:6]=[CH:5][C:4]1=2.C([O:29][CH2:30][CH2:31][CH2:32][CH2:33]Br)(=O)C.[OH-].[Na+].C([O-])=O. Product: [CH3:2][C:3]1([CH3:25])[CH2:12][CH2:11][CH2:10][C:9]2[CH:8]=[C:7]([C:13]3[N:14]=[C:15]([N:18]4[CH2:23][CH2:22][CH:21]([NH:24][CH2:33][CH2:32][CH2:31][CH2:30][OH:29])[CH2:20][CH2:19]4)[S:16][CH:17]=3)[CH:6]=[CH:5][C:4]1=2. The catalyst class is: 5. (3) Reactant: OS([C:5](F)(F)F)(=O)=O.[N:9]1[C:18]2[C:13](=[CH:14]C=CN=2)[CH:12]=[CH:11][CH:10]=1.C([Sn](CCCC)(CCCC)[C:24](=[CH2:29])[C:25]([O:27][CH3:28])=[O:26])CCC.[Cl-:38].[Li+].[I-].[CH3:41][N:42]([CH:44]=[O:45])C. Product: [Cl:38][C:11]1[CH:10]=[N:9][C:18]2[C:41]([C:12]=1[C:24](=[CH2:29])[C:25]([O:27][CH3:28])=[O:26])=[N:42][C:44]([O:45][CH3:5])=[CH:14][CH:13]=2. The catalyst class is: 73. (4) Reactant: F[C:2]1[CH:7]=[CH:6][CH:5]=[CH:4][C:3]=1[N+:8]([O-:10])=[O:9].[NH2:11][C:12]1[CH:19]=[CH:18][C:17]([CH3:20])=[CH:16][C:13]=1[C:14]#[N:15].O.[OH-].[Li+]. Product: [CH3:20][C:17]1[CH:18]=[CH:19][C:12]([NH:11][C:2]2[CH:7]=[CH:6][CH:5]=[CH:4][C:3]=2[N+:8]([O-:10])=[O:9])=[C:13]([CH:16]=1)[C:14]#[N:15]. The catalyst class is: 16. (5) Reactant: [O-2].[Al+3].[O-2].[O-2].[Al+3].[CH2:6]([CH:8]1[CH2:13][CH2:12][CH:11]([CH2:14][CH3:15])[O:10][C:9]1=[O:16])[CH3:7].[H][H]. Product: [CH2:6]([CH:8]([CH2:13][CH2:12][CH2:11][CH2:14][CH3:15])[C:9]([OH:16])=[O:10])[CH3:7]. The catalyst class is: 45. (6) Reactant: Cl[C:2]1[C:7]([I:8])=[C:6]([C:9]([F:12])([F:11])[F:10])[N:5]=[C:4](S(C(C)C)(=O)=O)[N:3]=1.[CH2:19]([OH:22])[C:20]#[CH:21].[H-].[Na+].[NH:25]1[CH:29]=[CH:28][N:27]=[CH:26]1. Product: [N:25]1([C:2]2[C:7]([I:8])=[C:6]([C:9]([F:10])([F:11])[F:12])[N:5]=[C:4]([O:22][CH2:19][C:20]#[CH:21])[N:3]=2)[CH:29]=[CH:28][N:27]=[CH:26]1. The catalyst class is: 30. (7) Reactant: [CH3:1][C@@H:2]1[CH2:7][NH:6][CH2:5][CH2:4][NH:3]1.Cl[C:9]1[CH:14]=[C:13]([C:15]([F:18])([F:17])[F:16])[CH:12]=[CH:11][N:10]=1. Product: [CH3:1][C@H:2]1[NH:3][CH2:4][CH2:5][N:6]([C:9]2[CH:14]=[C:13]([C:15]([F:18])([F:17])[F:16])[CH:12]=[CH:11][N:10]=2)[CH2:7]1. The catalyst class is: 113.